Dataset: Catalyst prediction with 721,799 reactions and 888 catalyst types from USPTO. Task: Predict which catalyst facilitates the given reaction. (1) Reactant: CC(OI1(OC(C)=O)(OC(C)=O)OC(=O)C2C1=CC=CC=2)=O.[F:23][C:24]1[CH:25]=[C:26]([CH2:34][OH:35])[CH:27]=[C:28]([S:30]([CH3:33])(=[O:32])=[O:31])[CH:29]=1.C(=O)(O)[O-].[Na+].S([O-])([O-])(=O)=S.[Na+].[Na+]. Product: [F:23][C:24]1[CH:25]=[C:26]([CH:27]=[C:28]([S:30]([CH3:33])(=[O:32])=[O:31])[CH:29]=1)[CH:34]=[O:35]. The catalyst class is: 2. (2) Reactant: [CH2:1]([C:5]1[N:6]=[C:7]([CH3:27])[NH:8][C:9](=[O:26])[C:10]=1[CH2:11][C:12]1[CH:17]=[CH:16][C:15]([C:18]2[C:19]([C:24]#[N:25])=[CH:20][CH:21]=[CH:22][CH:23]=2)=[CH:14][CH:13]=1)[CH2:2][CH2:3][CH3:4].N(C(N1CCCCC1)=O)=NC(N1CCCCC1)=O.C(P(CCCC)CCCC)CCC.[N:59]1[CH:64]=[CH:63][N:62]=[CH:61][C:60]=1[CH2:65]O. Product: [CH2:1]([C:5]1[N:6]=[C:7]([CH3:27])[N:8]([CH2:65][C:60]2[CH:61]=[N:62][CH:63]=[CH:64][N:59]=2)[C:9](=[O:26])[C:10]=1[CH2:11][C:12]1[CH:17]=[CH:16][C:15]([C:18]2[C:19]([C:24]#[N:25])=[CH:20][CH:21]=[CH:22][CH:23]=2)=[CH:14][CH:13]=1)[CH2:2][CH2:3][CH3:4]. The catalyst class is: 362. (3) Reactant: [NH:1]1[CH:5]=[CH:4][C:3]([NH:6][C:7](=[O:9])[CH3:8])=[N:2]1.[H-].[Na+].Br.Br[CH2:14][C:15]1[C:20]([OH:21])=[CH:19][CH:18]=[CH:17][N:16]=1.BrCC1C(O)=CC=CN=1. Product: [OH:21][C:20]1[C:15]([CH2:14][N:1]2[CH:5]=[CH:4][C:3]([NH:6][C:7](=[O:9])[CH3:8])=[N:2]2)=[N:16][CH:17]=[CH:18][CH:19]=1. The catalyst class is: 3. (4) Reactant: [C:9](O[C:9]([O:11][C:12]([CH3:15])([CH3:14])[CH3:13])=[O:10])([O:11][C:12]([CH3:15])([CH3:14])[CH3:13])=[O:10].[Br:16][C:17]1[CH:25]=[CH:24][C:20]([CH2:21][CH2:22][NH2:23])=[CH:19][CH:18]=1. Product: [Br:16][C:17]1[CH:25]=[CH:24][C:20]([CH2:21][CH2:22][NH:23][C:9](=[O:10])[O:11][C:12]([CH3:13])([CH3:14])[CH3:15])=[CH:19][CH:18]=1. The catalyst class is: 7. (5) Reactant: [CH:1]1([O:4][C:5]2[CH:6]=[C:7]([C:15]3[N:24](COCC[Si](C)(C)C)[C:18]4[CH:19]=[N:20][NH:21][C:22](=[O:23])[C:17]=4[C:16]=3[C:33]#[C:34][Si](CC)(CC)CC)[CH:8]=[CH:9][C:10]=2[O:11][CH:12]([F:14])[F:13])[CH2:3][CH2:2]1.C1(OC2C=C(C3N(COCC[Si](C)(C)C)C4C=NN(COCC[Si](C)(C)C)C(=O)C=4C=3C)C=CC=2OC(F)F)CC1. Product: [CH:1]1([O:4][C:5]2[CH:6]=[C:7]([C:15]3[NH:24][C:18]4[CH:19]=[N:20][NH:21][C:22](=[O:23])[C:17]=4[C:16]=3[C:33]#[CH:34])[CH:8]=[CH:9][C:10]=2[O:11][CH:12]([F:13])[F:14])[CH2:2][CH2:3]1. The catalyst class is: 6. (6) Reactant: C(=O)([O-])[O-].[Cs+].[Cs+].[Cl:7][C:8]1[CH:13]=[CH:12][CH:11]=[CH:10][C:9]=1[C:14]1[NH:19][C:18](=[O:20])[C:17]([NH:21][C:22](=[O:31])[O:23][CH2:24][C:25]2[CH:30]=[CH:29][CH:28]=[CH:27][CH:26]=2)=[CH:16][CH:15]=1.[CH:32]1([CH2:35]Br)[CH2:34][CH2:33]1.O. Product: [Cl:7][C:8]1[CH:13]=[CH:12][CH:11]=[CH:10][C:9]=1[C:14]1[N:19]([CH2:35][CH:32]2[CH2:34][CH2:33]2)[C:18](=[O:20])[C:17]([NH:21][C:22](=[O:31])[O:23][CH2:24][C:25]2[CH:30]=[CH:29][CH:28]=[CH:27][CH:26]=2)=[CH:16][CH:15]=1. The catalyst class is: 9. (7) Reactant: [N+:1]([C:4]1[CH:9]=[CH:8][C:7]([N:10]2[CH2:15][CH2:14][N:13]([CH:16]([CH2:19][CH3:20])[CH2:17]C)[CH2:12][CH2:11]2)=[CH:6][CH:5]=1)([O-:3])=[O:2].[N+](C1C=CC(N2CCNCC2)=CC=1)([O-])=O.C1(=O)CCC1. Product: [CH:16]1([N:13]2[CH2:12][CH2:11][N:10]([C:7]3[CH:8]=[CH:9][C:4]([N+:1]([O-:3])=[O:2])=[CH:5][CH:6]=3)[CH2:15][CH2:14]2)[CH2:17][CH2:20][CH2:19]1. The catalyst class is: 2.